From a dataset of Experimentally validated miRNA-target interactions with 360,000+ pairs, plus equal number of negative samples. Binary Classification. Given a miRNA mature sequence and a target amino acid sequence, predict their likelihood of interaction. (1) The miRNA is hsa-miR-642a-3p with sequence AGACACAUUUGGAGAGGGAACC. The protein sequence of the target gene is MIPQVVTNETITTISPNGINFPQKDESQPTQQRQDSLKKHLKAEIKVIVAIQIMCAVTVLALGIILASVPPVPYFNSVFSVLLKSGYPFIGALFFIASGILSIITERKSTKPLVDASLTLNILSVSFAFVGIIIISVSLAGLHPASEQCKQSKELSLIEHDYYQPFYNSDRSECAVTKSILTGALSVMLIISVLELGLALLSAMLWLREGVLTSLRM. Result: 0 (no interaction). (2) The miRNA is hsa-miR-936 with sequence ACAGUAGAGGGAGGAAUCGCAG. The protein sequence of the target gene is MRGAASASVREPTPLPGRGAPRTKPRAGRGPTVGTPATLALPARGRPRSRNGLASKGQRGAAPTGPGHRALPSRDTALPQERNKKLEAVGTGIEPKAMSQGLVTFGDVAVDFSQEEWEWLNPIQRNLYRKVMLENYRNLASLGLCVSKPDVISSLEQGKEPWTVKRKMTRAWCPDLKAVWKIKELPLKKDFCEGKLSQAVITERLTSYNLEYSLLGEHWDYDALFETQPGLVTIKNLAVDFRQQLHPAQKNFCKNGIWENNSDLGSAGHCVAKPDLVSLLEQEKEPWMVKRELTGSLFSG.... Result: 0 (no interaction). (3) Result: 1 (interaction). The miRNA is cel-miR-79-3p with sequence AUAAAGCUAGGUUACCAAAGCU. The protein sequence of the target gene is MSVQTYLVAYNVLQILGWSAILVKTVLGLANGLTWPQLYESVEFELKIFQTAAILEVIHAIVGLVRSPVGTTAMQVTSRVVLVWPILHLCSTARFSIGVPLLLVAWSVTEVIRYSFYALSVLKQPIPYFLLYLRYTLFYVLYPMGVSGELLTLFASLNEVDEKKILTLEMPNRLNMGISFWWVLIIAALSYIPGFPQLYFYMIGQRKKILGGGSKKKQ. (4) The miRNA is mmu-miR-3470a with sequence UCACUUUGUAGACCAGGCUGG. The protein sequence of the target gene is MAFPPRRRLRLGPRGLPLLLSGLLLPLCRAFNLDVESPAEYSGPEGSYFGFAVDFFVPSASSRMFLLVGAPKANTTQPGIVEGGQVLKCDWSSHRRCQPIEFDATGNRDYAKDDPLEFKSHQWFGASVRSKQDKILACAPLYHWRTEMKQEREPVGTCFLQDGTKTVEYAPCRSKNIDADGQGFCQGGFSIDFTKADRVLLGGPGSFYWQGQLISDQVAEIVSKYDPKVYSIKYNNQLATRTAQAIFDDSYLGYSVAVGDFNGDGIDDFVSGVPRAARTLGMVYIYDGKNMSSLHNFTGE.... Result: 0 (no interaction). (5) The miRNA is hsa-miR-4722-5p with sequence GGCAGGAGGGCUGUGCCAGGUUG. The protein sequence of the target gene is MAASRNGFEAVEAEGSAGCRGSSGMEVVLPLDPAVPAPLCPHGPTLLFVKVTQGKEETRRFYACSACRDRKDCNFFQWEDEKLSGARLAAREAHNRRCQPPLSRTQCVERYLKFIELPLTQRKFCQTCQQLLLPDDWGQHSEHQVLGNVSITQLRRPSQLLYPLENKKTNAQYLFADRSCQFLVDLLSALGFRRVLCVGTPRLHELIKLTASGDKKSNIKSLLLDIDFRYSQFYMEDSFCHYNMFNHHFFDGKTALEVCRAFLQEDKGEGIIMVTDPPFGGLVEPLAITFKKLIAMWKEG.... Result: 1 (interaction). (6) The miRNA is hsa-miR-548ap-3p with sequence AAAAACCACAAUUACUUUU. The protein sequence of the target gene is MSDSGEQNYGERESRSASRSGSAHGSGKSARHTPARSRSKEDSRRSRSKSRSRSESRSRSRRSSRRHYTRSRSRSRSHRRSRSRSYSRDYRRRHSHSHSPMSTRRRHVGNRANPDPNCCLGVFGLSLYTTERDLREVFSKYGPIADVSIVYDQQSRRSRGFAFVYFENVDDAKEAKERANGMELDGRRIRVDFSITKRPHTPTPGIYMGRPTYGSSRRRDYYDRGYDRGYDDRDYYSRSYRGGGGGGGGWRAAQDRDQIYRRRSPSPYYSRGGYRSRSRSRSYSPRRY. Result: 1 (interaction). (7) The protein sequence of the target gene is MEEVVIAGMSGKLPESENLQEFWANLIGGVDMVTDDDRRWKAGLYGLPKRSGKLKDLSKFDASFFGVHPKQAHTMDPQLRLLLEVSYEAIVDGGINPASLRGTNTGVWVGVSGSEASEALSRDPETLLGYSMVGCQRAMMANRLSFFFDFKGPSIALDTACSSSLLALQNAYQAIRSGECPAAIVGGINLLLKPNTSVQFMKLGMLSPDGTCRSFDDSGNGYCRAEAVVAVLLTKKSLARRVYATILNAGTNTDGCKEQGVTFPSGEAQEQLIRSLYQPGGVAPESLEYIEAHGTGTKVG.... Result: 0 (no interaction). The miRNA is hsa-miR-2392 with sequence UAGGAUGGGGGUGAGAGGUG.